From a dataset of Full USPTO retrosynthesis dataset with 1.9M reactions from patents (1976-2016). Predict the reactants needed to synthesize the given product. (1) Given the product [CH:4]1([C@@:10]([C:38]([OH:40])=[O:39])([CH3:37])[NH:11][C:12]([C:14]2[C:23]([NH:24][C:25]([NH:27][C:28]3[C:33]([Cl:34])=[CH:32][C:31]([Cl:35])=[CH:30][C:29]=3[Cl:36])=[O:26])=[CH:22][C:21]3[C:16](=[CH:17][CH:18]=[CH:19][CH:20]=3)[CH:15]=2)=[O:13])[CH2:9][CH2:8][CH2:7][CH2:6][CH2:5]1, predict the reactants needed to synthesize it. The reactants are: O.[OH-].[Li+].[CH:4]1([C@@:10]([C:38]([O:40]C)=[O:39])([CH3:37])[NH:11][C:12]([C:14]2[C:23]([NH:24][C:25]([NH:27][C:28]3[C:33]([Cl:34])=[CH:32][C:31]([Cl:35])=[CH:30][C:29]=3[Cl:36])=[O:26])=[CH:22][C:21]3[C:16](=[CH:17][CH:18]=[CH:19][CH:20]=3)[CH:15]=2)=[O:13])[CH2:9][CH2:8][CH2:7][CH2:6][CH2:5]1.CO.Cl. (2) Given the product [Cl:27][C:12]1[O:13][C:9]2[CH:8]=[CH:7][C:6]([CH:2]3[O:3][CH2:4][CH2:5][O:1]3)=[CH:14][C:10]=2[CH:11]=1, predict the reactants needed to synthesize it. The reactants are: [O:1]1[CH2:5][CH2:4][O:3][CH:2]1[C:6]1[CH:7]=[CH:8][C:9]2[O:13][CH:12]=[CH:11][C:10]=2[CH:14]=1.C([Li])CCC.C1C(=O)N([Cl:27])C(=O)C1.O. (3) Given the product [CH3:24][O:25][C:26](=[O:45])[C:27]([C:29]1[CH:30]=[N:31][CH:32]=[C:33]([C:2]2[CH:11]=[CH:10][C:9]3[N:8]=[CH:7][C:6]4[N:12]([CH3:23])[C:13](=[O:22])[N:14]([C:15]5[C:16]([CH3:21])=[N:17][N:18]([CH3:20])[CH:19]=5)[C:5]=4[C:4]=3[CH:3]=2)[CH:34]=1)([CH3:44])[CH3:28], predict the reactants needed to synthesize it. The reactants are: Br[C:2]1[CH:11]=[CH:10][C:9]2[N:8]=[CH:7][C:6]3[N:12]([CH3:23])[C:13](=[O:22])[N:14]([C:15]4[C:16]([CH3:21])=[N:17][N:18]([CH3:20])[CH:19]=4)[C:5]=3[C:4]=2[CH:3]=1.[CH3:24][O:25][C:26](=[O:45])[C:27]([CH3:44])([C:29]1[CH:30]=[N:31][CH:32]=[C:33](B2OC(C)(C)C(C)(C)O2)[CH:34]=1)[CH3:28]. (4) Given the product [F:36][C:30]1[CH:31]=[CH:32][C:33]([F:35])=[CH:34][C:29]=1[S:26]([NH:25][C:21]1[CH:22]=[CH:23][CH:24]=[C:19]([C:9]2[N:10]=[C:11]([N:13]3[CH2:18][CH2:17][O:16][CH2:15][CH2:14]3)[S:12][C:8]=2[C:6]2[CH:5]=[CH:4][N:3]=[C:2]([NH:48][CH:45]3[CH2:46][CH2:47][N:42]([S:39]([CH3:38])(=[O:41])=[O:40])[CH2:43][CH2:44]3)[N:7]=2)[C:20]=1[F:37])(=[O:28])=[O:27], predict the reactants needed to synthesize it. The reactants are: Cl[C:2]1[N:7]=[C:6]([C:8]2[S:12][C:11]([N:13]3[CH2:18][CH2:17][O:16][CH2:15][CH2:14]3)=[N:10][C:9]=2[C:19]2[C:20]([F:37])=[C:21]([NH:25][S:26]([C:29]3[CH:34]=[C:33]([F:35])[CH:32]=[CH:31][C:30]=3[F:36])(=[O:28])=[O:27])[CH:22]=[CH:23][CH:24]=2)[CH:5]=[CH:4][N:3]=1.[CH3:38][S:39]([N:42]1[CH2:47][CH2:46][CH:45]([NH2:48])[CH2:44][CH2:43]1)(=[O:41])=[O:40]. (5) Given the product [CH2:16]([N:23]1[C:10]([NH2:11])=[CH:9][C:8]([C:5]2[CH:6]=[CH:7][C:2]([Cl:1])=[CH:3][CH:4]=2)=[N:24]1)[C:17]1[CH:22]=[CH:21][CH:20]=[CH:19][CH:18]=1, predict the reactants needed to synthesize it. The reactants are: [Cl:1][C:2]1[CH:7]=[CH:6][C:5]([C:8](=O)[CH2:9][C:10]#[N:11])=[CH:4][CH:3]=1.C(O)C.[CH2:16]([NH:23][NH2:24])[C:17]1[CH:22]=[CH:21][CH:20]=[CH:19][CH:18]=1. (6) The reactants are: Cl.[F:2][C:3]1[CH:4]=[CH:5][C:6]([C:12]([F:15])([F:14])[F:13])=[C:7]([C@@H:9]([NH2:11])[CH3:10])[CH:8]=1.C([O:20][C:21]([C:23]1[CH:28]=[CH:27][CH:26]=[CH:25][C:24]=1[C:29]1[CH:34]=[CH:33][C:32]([CH2:35][N:36]2[C:44]3[C:39](=[CH:40][C:41]([C:45](O)=[O:46])=[CH:42][CH:43]=3)[C:38]([CH3:48])=[C:37]2[CH3:49])=[CH:31][CH:30]=1)=[O:22])(C)(C)C. Given the product [F:2][C:3]1[CH:4]=[CH:5][C:6]([C:12]([F:13])([F:14])[F:15])=[C:7]([C@@H:9]([NH:11][C:45]([C:41]2[CH:40]=[C:39]3[C:44](=[CH:43][CH:42]=2)[N:36]([CH2:35][C:32]2[CH:31]=[CH:30][C:29]([C:24]4[C:23]([C:21]([OH:22])=[O:20])=[CH:28][CH:27]=[CH:26][CH:25]=4)=[CH:34][CH:33]=2)[C:37]([CH3:49])=[C:38]3[CH3:48])=[O:46])[CH3:10])[CH:8]=1, predict the reactants needed to synthesize it. (7) Given the product [CH3:41][C:40]1[CH:39]=[C:36]([C:37]2[N:38]=[C:9]([NH:11][CH3:12])[C:8]3[C:7]([CH:6]=2)=[CH:16][CH:15]=[C:14]([CH2:17][N:18]2[CH2:23][CH2:22][N:21]([CH3:24])[CH2:20][CH2:19]2)[CH:13]=3)[CH:35]=[C:34]([CH3:42])[C:33]=1[OH:32], predict the reactants needed to synthesize it. The reactants are: C([Li])CCC.[CH3:6][C:7]1[CH:16]=[CH:15][C:14]([CH2:17][N:18]2[CH2:23][CH2:22][N:21]([CH3:24])[CH2:20][CH2:19]2)=[CH:13][C:8]=1[C:9]([NH:11][CH3:12])=O.[Si]([O:32][C:33]1[C:40]([CH3:41])=[CH:39][C:36]([C:37]#[N:38])=[CH:35][C:34]=1[CH3:42])(C(C)(C)C)(C)C. (8) Given the product [CH2:1]([O:3][C:4]([N:6]1[CH2:11][CH2:10][C@H:9]([C:13]2[CH:14]=[C:15]([C:19]3[CH:20]=[CH:21][CH:22]=[CH:23][CH:24]=3)[CH:16]=[CH:17][CH:18]=2)[C@@H:8]([OH:25])[CH2:7]1)=[O:5])[CH3:2], predict the reactants needed to synthesize it. The reactants are: [CH2:1]([O:3][C:4]([N:6]1[CH2:11][CH2:10][C@@:9]([C:13]2[CH:14]=[C:15]([C:19]3[CH:24]=[CH:23][CH:22]=[CH:21][CH:20]=3)[CH:16]=[CH:17][CH:18]=2)(O)[C@@H:8]([OH:25])[CH2:7]1)=[O:5])[CH3:2]. (9) Given the product [O:4]1[C:5]2([CH2:10][CH2:9][CH:8]([CH2:11][CH2:12][N:13]3[CH2:14][CH2:15][N:16]([C:19]4[CH:20]=[C:21]([C:22](=[O:23])[CH2:31][CH3:32])[CH:28]=[CH:29][CH:30]=4)[CH2:17][CH2:18]3)[CH2:7][CH2:6]2)[O:1][CH2:2][CH2:3]1, predict the reactants needed to synthesize it. The reactants are: [O:1]1[C:5]2([CH2:10][CH2:9][CH:8]([CH2:11][CH2:12][N:13]3[CH2:18][CH2:17][N:16]([C:19]4[CH:20]=[C:21]([CH:28]=[CH:29][CH:30]=4)[C:22](N(OC)C)=[O:23])[CH2:15][CH2:14]3)[CH2:7][CH2:6]2)[O:4][CH2:3][CH2:2]1.[CH2:31]([Mg]Br)[CH3:32]. (10) Given the product [CH:15]1([C@H:21]([NH:29][C:30]([C:32]2[CH:37]=[CH:36][C:35]([C:38]3[CH:39]=[CH:40][C:41]([CH2:44][N:59]4[CH2:63][CH2:62][CH2:61][CH2:60]4)=[CH:42][CH:43]=3)=[CH:34][C:33]=2[NH:46][C:47]([NH:49][C:50]2[C:51]([CH3:58])=[CH:52][C:53]([CH3:57])=[CH:54][C:55]=2[CH3:56])=[O:48])=[O:31])[C:22]([O:24][C:25]([CH3:26])([CH3:27])[CH3:28])=[O:23])[CH2:20][CH2:19][CH2:18][CH2:17][CH2:16]1, predict the reactants needed to synthesize it. The reactants are: C(O[BH-](OC(=O)C)OC(=O)C)(=O)C.[Na+].[CH:15]1([C@H:21]([NH:29][C:30]([C:32]2[CH:37]=[CH:36][C:35]([C:38]3[CH:43]=[CH:42][C:41]([CH:44]=O)=[CH:40][CH:39]=3)=[CH:34][C:33]=2[NH:46][C:47]([NH:49][C:50]2[C:55]([CH3:56])=[CH:54][C:53]([CH3:57])=[CH:52][C:51]=2[CH3:58])=[O:48])=[O:31])[C:22]([O:24][C:25]([CH3:28])([CH3:27])[CH3:26])=[O:23])[CH2:20][CH2:19][CH2:18][CH2:17][CH2:16]1.[NH:59]1[CH2:63][CH2:62][CH2:61][CH2:60]1.